From a dataset of Reaction yield outcomes from USPTO patents with 853,638 reactions. Predict the reaction yield, written as a fraction of the theoretical maximum amount of product (1.0 means a 100% yield; for example, 0.34 means a 34% yield). (1) The reactants are [OH:1][CH2:2][C:3]1[CH:11]=[CH:10][CH:9]=[C:8]2[C:4]=1[CH:5]=[CH:6][NH:7]2.C[N+]1([O-])CCOCC1. The catalyst is C(Cl)Cl.[Ru]([O-])(=O)(=O)=O.C([N+](CCC)(CCC)CCC)CC. The product is [NH:7]1[C:8]2[CH:9]=[CH:10][CH:11]=[C:3]([CH:2]=[O:1])[C:4]=2[CH:5]=[CH:6]1. The yield is 0.800. (2) The reactants are FC1(F)C2C(=CC=CC=2[C@@H]([OH:13])C)N(CC2C=CN=CC=2F)C1=O.[Cl:24][C:25]1[CH:26]=[CH:27][C:28]([CH2:31][N:32]2[C:40]3[C:35](=[C:36]([C@@H:41]([OH:43])[CH3:42])[CH:37]=[CH:38][CH:39]=3)[C:34]([F:45])([F:44])[C:33]2=[O:46])=[N:29][CH:30]=1. No catalyst specified. The product is [Cl:24][C:25]1[CH:26]=[CH:27][C:28]([CH2:31][N:32]2[C:40]3[C:35](=[C:36]([C@@H:41]([OH:43])[CH3:42])[CH:37]=[CH:38][CH:39]=3)[C:34]([F:44])([F:45])[C:33]2=[O:46])=[N+:29]([O-:13])[CH:30]=1. The yield is 1.00.